This data is from Full USPTO retrosynthesis dataset with 1.9M reactions from patents (1976-2016). The task is: Predict the reactants needed to synthesize the given product. Given the product [CH:24]([C:26]1[CH:31]=[CH:30][CH:29]=[CH:28][C:27]=1[C:21]1[S:20][C:14]2=[N:15][CH:16]=[C:17]([C:18]#[N:19])[C:12]([NH:11][C:7]3[CH:6]=[C:5]4[C:10](=[CH:9][CH:8]=3)[NH:2][CH:3]=[CH:4]4)=[C:13]2[CH:22]=1)=[O:25], predict the reactants needed to synthesize it. The reactants are: Cl.[NH:2]1[C:10]2[C:5](=[CH:6][C:7]([NH:11][C:12]3[C:17]([C:18]#[N:19])=[CH:16][N:15]=[C:14]4[S:20][C:21](I)=[CH:22][C:13]=34)=[CH:8][CH:9]=2)[CH:4]=[CH:3]1.[CH:24]([C:26]1[CH:31]=[CH:30][CH:29]=[CH:28][C:27]=1B(O)O)=[O:25].C(OCC)(=O)C.O.